This data is from Reaction yield outcomes from USPTO patents with 853,638 reactions. The task is: Predict the reaction yield, written as a fraction of the theoretical maximum amount of product (1.0 means a 100% yield; for example, 0.34 means a 34% yield). (1) The reactants are [NH2:1][C:2]1[N:7]=[CH:6][N:5]=[C:4]2[N:8]([CH2:24][CH2:25][NH:26][C:27](=[O:31])[CH2:28][C:29]#[N:30])[N:9]=[C:10]([C:11]3[CH:16]=[CH:15][C:14]([O:17][C:18]4[CH:23]=[CH:22][CH:21]=[CH:20][CH:19]=4)=[CH:13][CH:12]=3)[C:3]=12.[CH2:32]1[CH:34]([CH:35](O)C#N)[CH2:33]1.N1CCCCC1.O. The catalyst is CO. The product is [NH2:1][C:2]1[N:7]=[CH:6][N:5]=[C:4]2[N:8]([CH2:24][CH2:25][NH:26][C:27](=[O:31])[C:28]([C:29]#[N:30])=[CH:35][CH:34]3[CH2:32][CH2:33]3)[N:9]=[C:10]([C:11]3[CH:16]=[CH:15][C:14]([O:17][C:18]4[CH:23]=[CH:22][CH:21]=[CH:20][CH:19]=4)=[CH:13][CH:12]=3)[C:3]=12. The yield is 0.380. (2) The reactants are [NH:1]1[CH:5]=[C:4]([C:6]([O:8][CH2:9][CH3:10])=[O:7])[CH:3]=[C:2]1[C:11]([O:13][CH2:14][CH3:15])=[O:12].[Br:16][CH2:17][CH2:18]Br.C([O-])([O-])=O.[K+].[K+]. The catalyst is CC#N. The product is [Br:16][CH2:17][CH2:18][N:1]1[CH:5]=[C:4]([C:6]([O:8][CH2:9][CH3:10])=[O:7])[CH:3]=[C:2]1[C:11]([O:13][CH2:14][CH3:15])=[O:12]. The yield is 0.760. (3) The reactants are [NH2:1][C:2]([NH:4][C:5]1[NH:6][C:7]([C:13]2[CH:18]=[CH:17][CH:16]=[C:15]([Cl:19])[CH:14]=2)=[CH:8][C:9]=1[C:10]([NH2:12])=[O:11])=[O:3].[CH3:20][O:21]C(Cl)Cl.Cl.O. The catalyst is ClCCl.[Ti](Cl)(Cl)(Cl)Cl. The product is [NH2:1][C:2]([NH:4][C:5]1[NH:6][C:7]([C:13]2[CH:18]=[CH:17][CH:16]=[C:15]([Cl:19])[CH:14]=2)=[C:8]([CH:20]=[O:21])[C:9]=1[C:10]([NH2:12])=[O:11])=[O:3]. The yield is 0.770.